This data is from Forward reaction prediction with 1.9M reactions from USPTO patents (1976-2016). The task is: Predict the product of the given reaction. Given the reactants [C:1]([C@H:5]1[O:9][C:8](=[O:10])[C@@:7]([C@H:17]2[CH2:21][C:20](=[O:22])[C@H:19]([OH:23])[CH2:18]2)([C:11]2[CH:16]=[CH:15][CH:14]=[CH:13][CH:12]=2)[O:6]1)([CH3:4])([CH3:3])[CH3:2].[C:24](OC(=O)C)(=[O:26])[CH3:25], predict the reaction product. The product is: [C:24]([O:23][C@@H:19]1[CH2:18][C@@H:17]([C@@:7]2([C:11]3[CH:16]=[CH:15][CH:14]=[CH:13][CH:12]=3)[C:8](=[O:10])[O:9][C@H:5]([C:1]([CH3:4])([CH3:2])[CH3:3])[O:6]2)[CH2:21][C:20]1=[O:22])(=[O:26])[CH3:25].